From a dataset of Forward reaction prediction with 1.9M reactions from USPTO patents (1976-2016). Predict the product of the given reaction. (1) Given the reactants [NH2:1][C:2]1[CH:7]=[CH:6][CH:5]=[CH:4][C:3]=1[NH:8][C:9]([NH:11][C:12]1[CH:17]=[CH:16][CH:15]=[CH:14][CH:13]=1)=[O:10].C(N(CC)CC)C.[C:25]([NH:28][C:29]1[CH:34]=[CH:33][C:32]([S:35](Cl)(=[O:37])=[O:36])=[CH:31][CH:30]=1)(=[O:27])[CH3:26], predict the reaction product. The product is: [C:12]1([NH:11][C:9](=[O:10])[NH:8][C:3]2[CH:4]=[CH:5][CH:6]=[CH:7][C:2]=2[NH:1][S:35]([C:32]2[CH:31]=[CH:30][C:29]([NH:28][C:25](=[O:27])[CH3:26])=[CH:34][CH:33]=2)(=[O:37])=[O:36])[CH:17]=[CH:16][CH:15]=[CH:14][CH:13]=1. (2) Given the reactants CC1OC(=O)O[C:3]=1[CH2:8][O:9][C:10](=[O:29])[C@H:11]([OH:28])[CH2:12][C@H:13]([NH2:27])[CH2:14][C:15]1[CH:20]=[CH:19][C:18]([C:21]2[CH:26]=[CH:25][CH:24]=[CH:23][CH:22]=2)=[CH:17][CH:16]=1.OC1C=C(C(O)=O)ON=1.CCN(C(C)C)C(C)C, predict the reaction product. The product is: [CH2:8]([O:9][C:10](=[O:29])[C@H:11]([OH:28])[CH2:12][C@H:13]([NH2:27])[CH2:14][C:15]1[CH:16]=[CH:17][C:18]([C:21]2[CH:22]=[CH:23][CH:24]=[CH:25][CH:26]=2)=[CH:19][CH:20]=1)[CH3:3]. (3) Given the reactants [H-].[Na+].[CH3:3][N:4]([CH3:20])[C:5]([C@@H:7]1[CH2:11][C@H:10]([OH:12])[CH2:9][N:8]1[C:13]([O:15][C:16]([CH3:19])([CH3:18])[CH3:17])=[O:14])=[O:6].ICCC[Si:25]([C:28]([CH3:31])([CH3:30])[CH3:29])([CH3:27])[CH3:26].O.[CH2:33]1C[O:36][CH2:35][CH2:34]1, predict the reaction product. The product is: [Si:25]([O:36][CH2:35][CH2:34][CH2:33][O:12][C@H:10]1[CH2:9][N:8]([C:13]([O:15][C:16]([CH3:17])([CH3:19])[CH3:18])=[O:14])[C@H:7]([C:5]([N:4]([CH3:20])[CH3:3])=[O:6])[CH2:11]1)([C:28]([CH3:29])([CH3:30])[CH3:31])([CH3:26])[CH3:27]. (4) The product is: [CH3:16][C:17]1[CH:33]=[CH:32][C:20]2[N:21]=[C:22]([C:24]3[CH:25]=[CH:26][C:27]([NH:30][N:31]=[CH:12][C:11]4[CH:14]=[CH:15][C:8]([N:5]5[CH2:6][CH2:7][N:2]([CH3:1])[CH2:3][CH2:4]5)=[CH:9][CH:10]=4)=[CH:28][CH:29]=3)[S:23][C:19]=2[CH:18]=1. Given the reactants [CH3:1][N:2]1[CH2:7][CH2:6][N:5]([C:8]2[CH:15]=[CH:14][C:11]([CH:12]=O)=[CH:10][CH:9]=2)[CH2:4][CH2:3]1.[CH3:16][C:17]1[CH:33]=[CH:32][C:20]2[N:21]=[C:22]([C:24]3[CH:29]=[CH:28][C:27]([NH:30][NH2:31])=[CH:26][CH:25]=3)[S:23][C:19]=2[CH:18]=1, predict the reaction product. (5) Given the reactants F[P-](F)(F)(F)(F)F.C(N(CC)C=[N+](CC)CC)C.CC(C)([O-])C.[K+].[C:25]([O:29][C:30]([N:32]1[C:36](=[O:37])[CH2:35][CH2:34][C@H:33]1CC1C=CC(C2C=CC=CC=2)=CC=1)=[O:31])([CH3:28])([CH3:27])[CH3:26].C(OC(C)C)(=O)C, predict the reaction product. The product is: [C:25]([O:29][C:30]([N:32]1[CH2:33][CH2:34][CH2:35][C:36]1=[O:37])=[O:31])([CH3:28])([CH3:26])[CH3:27]. (6) Given the reactants [NH2:1][C:2]1[C:11]2[N:10]=[CH:9][C:8]([CH2:12][CH2:13][C:14]3[CH:21]=[CH:20][C:17]([C:18]#[N:19])=[CH:16][CH:15]=3)=[CH:7][C:6]=2[C:5]2[CH:22]=[CH:23][C:24]([CH3:26])=[CH:25][C:4]=2[N:3]=1.[OH-].[NH4+], predict the reaction product. The product is: [NH2:19][CH2:18][C:17]1[CH:16]=[CH:15][C:14]([CH2:13][CH2:12][C:8]2[CH:9]=[N:10][C:11]3[C:6]([CH:7]=2)=[C:5]2[CH:22]=[CH:23][C:24]([CH3:26])=[CH:25][C:4]2=[N:3][C:2]=3[NH2:1])=[CH:21][CH:20]=1. (7) Given the reactants [Br:1][C:2]1[CH:6]=[C:5]([C:7]2[O:12][C:11](=[O:13])[C:10]3[CH:14]=[C:15]([Cl:19])[CH:16]=[C:17]([CH3:18])[C:9]=3[N:8]=2)[N:4]([C:20]2[C:25]([Cl:26])=[CH:24][CH:23]=[CH:22][N:21]=2)[N:3]=1.CCOCC.[CH3:32][CH:33]([CH:35]1[CH2:37][CH2:36]1)[NH2:34], predict the reaction product. The product is: [Br:1][C:2]1[CH:6]=[C:5]([C:7]([NH:8][C:9]2[C:17]([CH3:18])=[CH:16][C:15]([Cl:19])=[CH:14][C:10]=2[C:11]([NH:34][CH:33]([CH:35]2[CH2:37][CH2:36]2)[CH3:32])=[O:13])=[O:12])[N:4]([C:20]2[C:25]([Cl:26])=[CH:24][CH:23]=[CH:22][N:21]=2)[N:3]=1.